Dataset: Catalyst prediction with 721,799 reactions and 888 catalyst types from USPTO. Task: Predict which catalyst facilitates the given reaction. Reactant: Br[C:2]1[CH:7]=[CH:6][C:5]([O:8][CH2:9][CH2:10][O:11][CH3:12])=[C:4]([F:13])[CH:3]=1.II.C[O:17][B:18](OC)[O:19]C.Cl. Product: [F:13][C:4]1[CH:3]=[C:2]([B:18]([OH:19])[OH:17])[CH:7]=[CH:6][C:5]=1[O:8][CH2:9][CH2:10][O:11][CH3:12]. The catalyst class is: 1.